Dataset: NCI-60 drug combinations with 297,098 pairs across 59 cell lines. Task: Regression. Given two drug SMILES strings and cell line genomic features, predict the synergy score measuring deviation from expected non-interaction effect. Cell line: HCC-2998. Synergy scores: CSS=12.4, Synergy_ZIP=3.67, Synergy_Bliss=11.0, Synergy_Loewe=-9.49, Synergy_HSA=5.27. Drug 1: C1=NC(=NC(=O)N1C2C(C(C(O2)CO)O)O)N. Drug 2: CC(C)NC(=O)C1=CC=C(C=C1)CNNC.Cl.